From a dataset of Full USPTO retrosynthesis dataset with 1.9M reactions from patents (1976-2016). Predict the reactants needed to synthesize the given product. Given the product [CH3:4][C:3]([N:23]1[CH2:24][CH2:25][NH:26][CH2:27][CH2:28]1)([C:5]1[CH:10]=[CH:9][C:8]([O:11][CH2:12][C:13]2[CH:14]=[CH:15][C:16]([C:19]([F:20])([F:21])[F:22])=[CH:17][CH:18]=2)=[CH:7][CH:6]=1)[CH3:2], predict the reactants needed to synthesize it. The reactants are: [Mg].[CH3:2][C:3]([N:23]1[CH2:28][CH2:27][N:26](S(C2C=CC(C)=CC=2)(=O)=O)[CH2:25][CH2:24]1)([C:5]1[CH:10]=[CH:9][C:8]([O:11][CH2:12][C:13]2[CH:18]=[CH:17][C:16]([C:19]([F:22])([F:21])[F:20])=[CH:15][CH:14]=2)=[CH:7][CH:6]=1)[CH3:4].